This data is from CYP1A2 inhibition data for predicting drug metabolism from PubChem BioAssay. The task is: Regression/Classification. Given a drug SMILES string, predict its absorption, distribution, metabolism, or excretion properties. Task type varies by dataset: regression for continuous measurements (e.g., permeability, clearance, half-life) or binary classification for categorical outcomes (e.g., BBB penetration, CYP inhibition). Dataset: cyp1a2_veith. (1) The drug is Nn1nnc2ccccc21. The result is 1 (inhibitor). (2) The molecule is CCCC(=O)Nc1cccc(Oc2nc(C)cc(C)c2C#N)c1. The result is 1 (inhibitor).